This data is from Full USPTO retrosynthesis dataset with 1.9M reactions from patents (1976-2016). The task is: Predict the reactants needed to synthesize the given product. (1) Given the product [Cl:39][C:35]1[CH:34]=[C:33]([CH:26]2[C:7]3[CH:8]=[C:9]([CH:12]([C:19]4[CH:20]=[CH:21][C:22]([Cl:25])=[CH:23][CH:24]=4)[C:13]4[N:17]([CH3:18])[CH:16]=[N:15][CH:14]=4)[CH:10]=[CH:11][C:6]=3[NH:5][C:30](=[O:31])[CH2:29][CH2:28][S:27]2)[CH:38]=[CH:37][CH:36]=1, predict the reactants needed to synthesize it. The reactants are: S(Cl)(Cl)=O.[NH2:5][C:6]1[CH:11]=[CH:10][C:9]([CH:12]([C:19]2[CH:24]=[CH:23][C:22]([Cl:25])=[CH:21][CH:20]=2)[C:13]2[N:17]([CH3:18])[CH:16]=[N:15][CH:14]=2)=[CH:8][C:7]=1[CH:26]([C:33]1[CH:38]=[CH:37][CH:36]=[C:35]([Cl:39])[CH:34]=1)[S:27][CH2:28][CH2:29][C:30](O)=[O:31].[NH4+].[OH-]. (2) Given the product [Cl:17][C:16]1[C:11]([N:8]2[CH2:9][CH2:10][CH:5]([C:3]([OH:4])=[O:2])[CH2:6][CH2:7]2)=[N:12][CH:13]=[CH:14][CH:15]=1, predict the reactants needed to synthesize it. The reactants are: C[O:2][C:3]([CH:5]1[CH2:10][CH2:9][N:8]([C:11]2[C:16]([Cl:17])=[CH:15][CH:14]=[CH:13][N:12]=2)[CH2:7][CH2:6]1)=[O:4].[OH-].[Na+].